Dataset: Full USPTO retrosynthesis dataset with 1.9M reactions from patents (1976-2016). Task: Predict the reactants needed to synthesize the given product. (1) Given the product [Br:1][C:2]1[C:3]([S:22][C:23]2[C:24]3[CH2:32][NH:31][CH2:30][CH2:29][C:25]=3[N:26]=[CH:27][N:28]=2)=[CH:4][C:5]([NH:8][C:9]2[S:10][CH:11]=[C:12]([CH2:14][CH2:15][C:16]3[CH:17]=[CH:18][CH:19]=[CH:20][CH:21]=3)[N:13]=2)=[N:6][CH:7]=1, predict the reactants needed to synthesize it. The reactants are: [Br:1][C:2]1[C:3]([S:22][C:23]2[C:24]3[CH2:32][N:31](C(OC(C)(C)C)=O)[CH2:30][CH2:29][C:25]=3[N:26]=[CH:27][N:28]=2)=[CH:4][C:5]([NH:8][C:9]2[S:10][CH:11]=[C:12]([CH2:14][CH2:15][C:16]3[CH:21]=[CH:20][CH:19]=[CH:18][CH:17]=3)[N:13]=2)=[N:6][CH:7]=1.C([O-])(O)=O.[Na+]. (2) Given the product [CH:14]([NH:1][C:2]1[CH:7]=[CH:6][C:5]([O:8][CH3:9])=[CH:4][C:3]=1[CH2:10][O:11][CH:19]=[O:18])=[O:15], predict the reactants needed to synthesize it. The reactants are: [NH2:1][C:2]1[CH:7]=[CH:6][C:5]([O:8][CH3:9])=[CH:4][C:3]=1[CH2:10][OH:11].C([CH2:14][O:15]C=O)#N.[O:18]1CCC[CH2:19]1.